Dataset: Catalyst prediction with 721,799 reactions and 888 catalyst types from USPTO. Task: Predict which catalyst facilitates the given reaction. (1) Reactant: C(C1COC(=O)C1)CCC.OC1C=CC=CN=1.C1([C@@H](N)C)C=CC=CC=1.[C:27]1([C@@H:33]([NH:35][C:36](=[O:45])[CH2:37][C@@H:38]([CH2:43][OH:44])[CH2:39][CH2:40][CH2:41][CH3:42])[CH3:34])[CH:32]=[CH:31][CH:30]=[CH:29][CH:28]=1. Product: [C:27]1([C@@H:33]([NH:35][C:36](=[O:45])[CH2:37][C@H:38]([CH2:43][OH:44])[CH2:39][CH2:40][CH2:41][CH3:42])[CH3:34])[CH:32]=[CH:31][CH:30]=[CH:29][CH:28]=1. The catalyst class is: 133. (2) Reactant: [NH:1]1[CH:6]=[CH:5][CH:4]=[N:3][C:2]1=[O:7].[CH2:8]1[O:10][CH:9]1[CH2:11]O.[H-].[Na+]. Product: [O:10]1[CH2:8][CH:9]1[CH2:11][O:7][C:2]1[N:1]=[CH:6][CH:5]=[CH:4][N:3]=1. The catalyst class is: 163. (3) Reactant: [C:1]1([CH2:7][O:8][C:9]2[CH:10]=[C:11]([CH:17]=[CH:18][CH:19]=2)[C:12]([O:14]CC)=O)[CH:6]=[CH:5][CH:4]=[CH:3][CH:2]=1.[Cl:20][C:21]1[N:26]=[C:25]([CH3:27])[CH:24]=[CH:23][N:22]=1.[Li+].C[Si]([N-][Si](C)(C)C)(C)C. Product: [Cl:20][C:21]1[N:26]=[C:25]([CH2:27][C:12]([C:11]2[CH:17]=[CH:18][CH:19]=[C:9]([O:8][CH2:7][C:1]3[CH:2]=[CH:3][CH:4]=[CH:5][CH:6]=3)[CH:10]=2)=[O:14])[CH:24]=[CH:23][N:22]=1. The catalyst class is: 1. (4) Reactant: [H-].[H-].[H-].[H-].[Li+].[Al+3].[O:7]1[C:11]2([CH2:16][CH2:15][CH:14]([C:17](OCC)=[O:18])[CH2:13][CH2:12]2)[O:10][CH2:9][CH2:8]1. Product: [O:7]1[C:11]2([CH2:16][CH2:15][CH:14]([CH2:17][OH:18])[CH2:13][CH2:12]2)[O:10][CH2:9][CH2:8]1. The catalyst class is: 1.